Predict the reaction yield, written as a fraction of the theoretical maximum amount of product (1.0 means a 100% yield; for example, 0.34 means a 34% yield). From a dataset of Reaction yield outcomes from USPTO patents with 853,638 reactions. (1) The reactants are [Br-].[CH2:2]([O:8][C:9]1[CH:34]=[CH:33][C:12]([CH2:13][P+](C2C=CC=CC=2)(C2C=CC=CC=2)C2C=CC=CC=2)=[CH:11][CH:10]=1)[CH2:3][CH2:4][CH2:5][CH2:6][CH3:7].O.[CH2:36]([OH:38])[CH3:37]. No catalyst specified. The product is [OH:38][CH2:36][C:37]1[CH:34]=[CH:33][C:12](/[CH:13]=[CH:13]/[C:12]2[CH:11]=[CH:10][C:9]([O:8][CH2:2][CH2:3][CH2:4][CH2:5][CH2:6][CH3:7])=[CH:34][CH:33]=2)=[CH:11][CH:10]=1. The yield is 0.370. (2) The reactants are [Cr](Cl)([O-])(=O)=O.[NH+]1C=CC=CC=1.[F:12][CH:13]([F:22])[C:14]1[CH:19]=[CH:18][C:17]([CH2:20][OH:21])=[CH:16][CH:15]=1. The catalyst is C(Cl)Cl. The product is [F:12][CH:13]([F:22])[C:14]1[CH:15]=[CH:16][C:17]([CH:20]=[O:21])=[CH:18][CH:19]=1. The yield is 0.930. (3) The reactants are [C:1](OC(=O)C)(=[O:3])[CH3:2].[Br:8][C:9]1[C:17]2[O:16][C:15]([C:18]3[CH:23]=[CH:22][C:21]([OH:24])=[C:20]([F:25])[CH:19]=3)=[N:14][C:13]=2[CH:12]=[C:11]([OH:26])[CH:10]=1.[O:27]1CCO[CH2:29][CH2:28]1. The catalyst is CN(C)C1C=CN=CC=1.O. The product is [C:1]([O:24][C:21]1[CH:22]=[CH:23][C:18]([C:15]2[O:16][C:17]3[C:9]([Br:8])=[CH:10][C:11]([O:26][C:28](=[O:27])[CH3:29])=[CH:12][C:13]=3[N:14]=2)=[CH:19][C:20]=1[F:25])(=[O:3])[CH3:2]. The yield is 0.560.